Dataset: Reaction yield outcomes from USPTO patents with 853,638 reactions. Task: Predict the reaction yield, written as a fraction of the theoretical maximum amount of product (1.0 means a 100% yield; for example, 0.34 means a 34% yield). (1) The reactants are [ClH:1].[Cl:2][C:3]1[CH:4]=[C:5]2[C:10](=[CH:11][CH:12]=1)[N:9]=[C:8]([N:13]1[CH2:18][CH2:17][N:16](C(OC(C)(C)C)=O)[CH2:15][CH2:14]1)[CH:7]=[CH:6]2. The catalyst is CO. The product is [NH2:16][CH2:15][CH2:14][N:13]([CH2:18][CH2:17][Cl:1])[C:8]1[CH:7]=[CH:6][C:5]2[C:10](=[CH:11][CH:12]=[C:3]([Cl:2])[CH:4]=2)[N:9]=1. The yield is 0.840. (2) The reactants are [CH2:1]([N:3]1[CH2:8][CH2:7][C:6]([S:16]([C:19]2[CH:24]=[CH:23][C:22]([C:25]3[CH:30]=[CH:29][C:28]([O:31][C:32]([F:37])([F:36])[CH:33]([F:35])[F:34])=[CH:27][CH:26]=3)=[CH:21][CH:20]=2)(=[O:18])=[O:17])([C:9]([O:11]C(C)(C)C)=[O:10])[CH2:5][CH2:4]1)[CH3:2].[ClH:38]. The catalyst is O1CCOCC1. The product is [ClH:38].[CH2:1]([N:3]1[CH2:8][CH2:7][C:6]([S:16]([C:19]2[CH:20]=[CH:21][C:22]([C:25]3[CH:30]=[CH:29][C:28]([O:31][C:32]([F:37])([F:36])[CH:33]([F:35])[F:34])=[CH:27][CH:26]=3)=[CH:23][CH:24]=2)(=[O:18])=[O:17])([C:9]([OH:11])=[O:10])[CH2:5][CH2:4]1)[CH3:2]. The yield is 1.00. (3) The reactants are [Cl:1][C:2]1[CH:3]=[C:4]([N:8]2[C:12]([CH2:13][NH:14][C:15](=[O:28])[NH:16][C:17]3[CH:26]=[CH:25][C:20]([C:21]([O:23]C)=[O:22])=[C:19]([F:27])[CH:18]=3)=[CH:11][C:10]([C:29]([F:32])([F:31])[F:30])=[N:9]2)[CH:5]=[CH:6][CH:7]=1.[Li+].[OH-]. The catalyst is C1COCC1.O. The product is [Cl:1][C:2]1[CH:3]=[C:4]([N:8]2[C:12]([CH2:13][NH:14][C:15](=[O:28])[NH:16][C:17]3[CH:26]=[CH:25][C:20]([C:21]([OH:23])=[O:22])=[C:19]([F:27])[CH:18]=3)=[CH:11][C:10]([C:29]([F:32])([F:30])[F:31])=[N:9]2)[CH:5]=[CH:6][CH:7]=1. The yield is 0.850. (4) The reactants are Cl[C:2]1[CH:7]=[CH:6][N:5]=[C:4]([NH:8][CH2:9][C:10]2[O:14][N:13]=[C:12]([CH3:15])[CH:11]=2)[N:3]=1.[CH3:16][O:17][C:18]1[CH:19]=[C:20]([CH:29]=[C:30]([O:32][CH3:33])[CH:31]=1)[O:21][CH2:22][C:23]1[NH:27][N:26]=[C:25]([NH2:28])[CH:24]=1.[OH-].[NH4+].C(#N)C. The catalyst is C(O)C.O. The product is [CH3:33][O:32][C:30]1[CH:29]=[C:20]([CH:19]=[C:18]([O:17][CH3:16])[CH:31]=1)[O:21][CH2:22][C:23]1[CH:24]=[C:25]([NH:28][C:2]2[CH:7]=[CH:6][N:5]=[C:4]([NH:8][CH2:9][C:10]3[O:14][N:13]=[C:12]([CH3:15])[CH:11]=3)[N:3]=2)[NH:26][N:27]=1. The yield is 0.460. (5) The catalyst is CC#N.CCOC(C)=O. The product is [N:22]1([C:20]([O:19][C:15]([CH3:18])([CH3:17])[CH3:16])=[O:21])[CH2:26][CH2:25][CH2:24][CH:23]1[C:27]([O:29][C@H:2]1[CH2:11][CH2:10][C:9]2[C:4](=[CH:5][CH:6]=[C:7]([Br:13])[C:8]=2[F:12])[C:3]1=[O:14])=[O:28]. The reactants are Br[CH:2]1[CH2:11][CH2:10][C:9]2[C:4](=[CH:5][CH:6]=[C:7]([Br:13])[C:8]=2[F:12])[C:3]1=[O:14].[C:15]([O:19][C:20]([N:22]1[CH2:26][CH2:25][CH2:24][C@H:23]1[C:27]([OH:29])=[O:28])=[O:21])([CH3:18])([CH3:17])[CH3:16].C(N(CC)CC)C. The yield is 0.380. (6) The reactants are [CH:1]1([CH2:4][OH:5])[CH2:3][CH2:2]1.[H-].[Na+].[CH2:8]([S:10]([C:13]1[CH:14]=[CH:15][C:16](F)=[C:17]([C:19]2[C:20]3[CH:29]=[N:28][N:27]([CH2:30][O:31][CH2:32][CH2:33][Si:34]([CH3:37])([CH3:36])[CH3:35])[C:21]=3[C:22](=[O:26])[N:23]([CH3:25])[CH:24]=2)[CH:18]=1)(=[O:12])=[O:11])[CH3:9]. The catalyst is O1CCOCC1. The product is [CH:1]1([CH2:4][O:5][C:16]2[CH:15]=[CH:14][C:13]([S:10]([CH2:8][CH3:9])(=[O:11])=[O:12])=[CH:18][C:17]=2[C:19]2[C:20]3[CH:29]=[N:28][N:27]([CH2:30][O:31][CH2:32][CH2:33][Si:34]([CH3:36])([CH3:35])[CH3:37])[C:21]=3[C:22](=[O:26])[N:23]([CH3:25])[CH:24]=2)[CH2:3][CH2:2]1. The yield is 0.900.